From a dataset of Reaction yield outcomes from USPTO patents with 853,638 reactions. Predict the reaction yield, written as a fraction of the theoretical maximum amount of product (1.0 means a 100% yield; for example, 0.34 means a 34% yield). (1) The reactants are [Cl:1][C:2]1[CH:3]=[C:4]2[C:8](=[CH:9][CH:10]=1)[NH:7][C:6](=[O:11])[CH2:5]2.C[Si](C)(C)N[Si](C)(C)C.[Na].[NH2:22][C:23]1[CH:32]=[C:31]2[C:26]([CH2:27][O:28][C:29]2=O)=[CH:25][CH:24]=1. The catalyst is C(COC)OC. The product is [NH2:22][C:23]1[CH:32]=[C:31]2[C:26]([CH2:27][O:28][C:29]2=[C:5]2[C:4]3[C:8](=[CH:9][CH:10]=[C:2]([Cl:1])[CH:3]=3)[NH:7][C:6]2=[O:11])=[CH:25][CH:24]=1. The yield is 0.390. (2) The reactants are CCN(C(C)C)C(C)C.C1C=CC2N(O)N=NC=2C=1.CCN=C=NCCCN(C)C.[F:31][C:32]1[CH:33]=[C:34]([N:38]2[CH:42]=[C:41]([C:43]([OH:45])=O)[N:40]=[N:39]2)[CH:35]=[CH:36][CH:37]=1.FC1C=C(C=CC=1)N.Cl.[NH2:55][CH2:56][C:57]([N:59]1[CH2:64][CH2:63][N:62]([C:65](=[O:75])[C:66]2[CH:71]=[C:70]([F:72])[C:69]([F:73])=[C:68]([F:74])[CH:67]=2)[CH2:61][CH2:60]1)=[O:58].FC1C=C(C=C(F)C=1F)C(O)=O. The catalyst is CN(C=O)C.O. The product is [O:58]=[C:57]([N:59]1[CH2:64][CH2:63][N:62]([C:65](=[O:75])[C:66]2[CH:67]=[C:68]([F:74])[C:69]([F:73])=[C:70]([F:72])[CH:71]=2)[CH2:61][CH2:60]1)[CH2:56][NH:55][C:43]([C:41]1[N:40]=[N:39][N:38]([C:34]2[CH:35]=[CH:36][CH:37]=[C:32]([F:31])[CH:33]=2)[CH:42]=1)=[O:45]. The yield is 0.852. (3) The reactants are C(OC(=O)[NH:7][CH2:8][C:9]1[CH:14]=[CH:13][C:12]([NH:15][CH:16]=[C:17]2[C:25]3[C:20](=[CH:21][C:22]([C:26](=[O:43])[C:27]4[CH:32]=[CH:31][CH:30]=[C:29]([NH:33][C:34]([C:36]5[N:37]([CH3:42])[N:38]=[C:39]([CH3:41])[CH:40]=5)=[O:35])[CH:28]=4)=[CH:23][CH:24]=3)[NH:19][C:18]2=[O:44])=[CH:11][CH:10]=1)(C)(C)C.C(O)(C(F)(F)F)=O. The catalyst is C(Cl)Cl. The product is [NH2:7][CH2:8][C:9]1[CH:10]=[CH:11][C:12]([NH:15][CH:16]=[C:17]2[C:25]3[C:20](=[CH:21][C:22]([C:26]([C:27]4[CH:28]=[C:29]([NH:33][C:34]([C:36]5[N:37]([CH3:42])[N:38]=[C:39]([CH3:41])[CH:40]=5)=[O:35])[CH:30]=[CH:31][CH:32]=4)=[O:43])=[CH:23][CH:24]=3)[NH:19][C:18]2=[O:44])=[CH:13][CH:14]=1. The yield is 0.610. (4) The reactants are Cl[C:2]1[N:7]=[C:6]([O:8][CH3:9])[N:5]=[C:4]([NH:10][C:11]2[CH:16]=[CH:15][C:14]([N:17]3[CH:21]=[C:20]([CH3:22])[N:19]=[CH:18]3)=[C:13]([O:23][CH3:24])[CH:12]=2)[N:3]=1.[F:25][C:26]1[CH:27]=[C:28]([OH:34])[CH:29]=[C:30]([F:33])[C:31]=1[F:32]. The catalyst is C(OCC)(=O)C. The product is [CH3:24][O:23][C:13]1[CH:12]=[C:11]([NH:10][C:4]2[N:5]=[C:6]([O:8][CH3:9])[N:7]=[C:2]([O:34][C:28]3[CH:27]=[C:26]([F:25])[C:31]([F:32])=[C:30]([F:33])[CH:29]=3)[N:3]=2)[CH:16]=[CH:15][C:14]=1[N:17]1[CH:21]=[C:20]([CH3:22])[N:19]=[CH:18]1. The yield is 0.250. (5) The reactants are [Cl:1][C:2]1[C:11]2[C:6](=[C:7]([N+:12]([O-])=O)[CH:8]=[CH:9][CH:10]=2)[CH:5]=[CH:4][CH:3]=1.[CH3:15][C:16](OC(C)=O)=[O:17]. The catalyst is CC(O)=O.[Fe]. The product is [NH:12]([C:7]1[C:6]2[C:11](=[C:2]([Cl:1])[CH:3]=[CH:4][CH:5]=2)[CH:10]=[CH:9][CH:8]=1)[C:16]([CH3:15])=[O:17]. The yield is 0.950. (6) The reactants are Cl.[Cl:2][C:3]1[CH:8]=[C:7]([C:9]2[CH:14]=[CH:13][CH:12]=[C:11]([Cl:15])[CH:10]=2)[N:6]=[C:5]2[CH2:16][CH2:17][CH2:18][C:4]=12.[NH2:19][C:20]1[CH:21]=[CH:22][C:23]([CH2:26][C:27]([O:29][CH3:30])=[O:28])=[N:24][CH:25]=1. No catalyst specified. The product is [ClH:2].[Cl:15][C:11]1[CH:10]=[C:9]([C:7]2[N:6]=[C:5]3[CH2:16][CH2:17][CH2:18][C:4]3=[C:3]([NH:19][C:20]3[CH:21]=[CH:22][C:23]([CH2:26][C:27]([O:29][CH3:30])=[O:28])=[N:24][CH:25]=3)[CH:8]=2)[CH:14]=[CH:13][CH:12]=1. The yield is 0.740. (7) The reactants are C([Li])CCC.[N:6]1[CH:11]=[CH:10][C:9]([CH:12]=[O:13])=[CH:8][CH:7]=1.[C:14]1([O:22][CH3:23])[C:15](=[CH:18][CH:19]=[CH:20][CH:21]=1)[O:16][CH3:17]. The catalyst is C1(C)C=CC=CC=1. The product is [OH:13][CH:12]([C:9]1[CH:10]=[CH:11][N:6]=[CH:7][CH:8]=1)[C:21]1[CH:20]=[CH:19][CH:18]=[C:15]([O:16][CH3:17])[C:14]=1[O:22][CH3:23]. The yield is 0.810.